Dataset: Catalyst prediction with 721,799 reactions and 888 catalyst types from USPTO. Task: Predict which catalyst facilitates the given reaction. (1) Product: [F:35][C:36]([F:41])([F:40])[C:37]([OH:39])=[O:38].[CH3:1][CH:2]([CH3:34])[C@H:3]([NH:11][CH2:12][C@H:13]1[CH2:18][CH2:17][CH2:16][C@@H:15]([O:19][CH2:20][C:21]2[N:22]=[C:23]([C:27]3[CH:28]=[CH:29][C:30]([CH3:33])=[CH:31][CH:32]=3)[O:24][C:25]=2[CH3:26])[CH2:14]1)[C:4]([OH:6])=[O:5]. Reactant: [CH3:1][CH:2]([CH3:34])[C@H:3]([NH:11][CH2:12][C@H:13]1[CH2:18][CH2:17][CH2:16][C@@H:15]([O:19][CH2:20][C:21]2[N:22]=[C:23]([C:27]3[CH:32]=[CH:31][C:30]([CH3:33])=[CH:29][CH:28]=3)[O:24][C:25]=2[CH3:26])[CH2:14]1)[C:4]([O:6]C(C)(C)C)=[O:5].[F:35][C:36]([F:41])([F:40])[C:37]([OH:39])=[O:38]. The catalyst class is: 106. (2) Reactant: [OH:1][C:2]1[CH:9]=[C:8]([O:10][C:11]2[CH:16]=[CH:15][CH:14]=[CH:13][CH:12]=2)[CH:7]=[C:6]([CH3:17])[C:3]=1[CH:4]=[O:5].C(N(CC)CC)C.[F:25][C:26]([F:39])([F:38])[S:27](O[S:27]([C:26]([F:39])([F:38])[F:25])(=[O:29])=[O:28])(=[O:29])=[O:28]. Product: [CH:4]([C:3]1[C:6]([CH3:17])=[CH:7][C:8]([O:10][C:11]2[CH:12]=[CH:13][CH:14]=[CH:15][CH:16]=2)=[CH:9][C:2]=1[O:1][S:27]([C:26]([F:39])([F:38])[F:25])(=[O:29])=[O:28])=[O:5]. The catalyst class is: 2. (3) Reactant: C([Si](C)(C)[O:6][CH2:7][C:8]1[N:9]([CH:19]2[CH2:23][CH2:22][S:21](=[O:25])(=[O:24])[CH2:20]2)[C:10]2[C:15]([CH:16]=1)=[CH:14][C:13]([Cl:17])=[CH:12][C:11]=2[F:18])(C)(C)C.[F-].C([N+](CCCC)(CCCC)CCCC)CCC. Product: [Cl:17][C:13]1[CH:14]=[C:15]2[C:10](=[C:11]([F:18])[CH:12]=1)[N:9]([CH:19]1[CH2:23][CH2:22][S:21](=[O:24])(=[O:25])[CH2:20]1)[C:8]([CH2:7][OH:6])=[CH:16]2. The catalyst class is: 7. (4) Product: [CH2:17]([C:14]1[S:33][C:11]([C:8]2[S:7][C:6]([Sn:5]([CH2:27][CH2:28][CH2:29][CH3:30])([CH2:23][CH2:24][CH2:25][CH3:26])[CH2:1][CH2:2][CH2:3][CH3:4])=[CH:10][CH:9]=2)=[CH:12][CH:13]=1)[CH2:18][CH2:19][CH2:20][CH2:21][CH3:22]. The catalyst class is: 206. Reactant: [CH2:1]([Sn:5]([CH2:27][CH2:28][CH2:29][CH3:30])([CH2:23][CH2:24][CH2:25][CH3:26])[C:6]1[S:7][C:8]([C:11]2C=C[C:14]([CH2:17][CH2:18][CH2:19][CH2:20][CH2:21][CH3:22])=[CH:13][CH:12]=2)=[CH:9][CH:10]=1)[CH2:2][CH2:3][CH3:4].BrC1[S:33]C(Br)=CC=1. (5) Reactant: [CH2:1]([CH2:3][NH2:4])[OH:2].[Br:5][C:6]1[S:10][C:9]([S:11](Cl)(=[O:13])=[O:12])=[CH:8][CH:7]=1. Product: [Br:5][C:6]1[S:10][C:9]([S:11]([NH:4][CH2:3][CH2:1][OH:2])(=[O:13])=[O:12])=[CH:8][CH:7]=1. The catalyst class is: 2. (6) Reactant: [NH2:1][C:2]1[CH:7]=[CH:6][C:5]([N:8]([C:30]2[CH:35]=[CH:34][C:33]([NH2:36])=[CH:32][CH:31]=2)[C:9]2[CH:14]=[CH:13][C:12]([N:15]([C:23]3[CH:28]=[CH:27][C:26]([NH2:29])=[CH:25][CH:24]=3)[C:16]3[CH:21]=[CH:20][C:19]([NH2:22])=[CH:18][CH:17]=3)=[CH:11][CH:10]=2)=[CH:4][CH:3]=1.[H][H].I[CH2:40][CH2:41][CH3:42].C(=O)([O-])[O-].[K+].[K+].[C:49]1([CH3:55])[CH:54]=[CH:53][CH:52]=[CH:51][CH:50]=1. Product: [CH:41]1([CH2:42][CH:20]([NH:22][C:19]2[CH:20]=[CH:21][C:16]([N:15]([C:23]3[CH:28]=[CH:27][C:26]([NH:29][CH:10]([CH2:55][CH:49]4[CH2:54][CH2:53][CH2:52][CH2:51][CH2:50]4)[CH2:9][CH3:14])=[CH:25][CH:24]=3)[C:12]3[CH:11]=[CH:10][C:9]([N:8]([C:5]4[CH:4]=[CH:3][C:2]([NH:1][CH:11]([CH2:55][CH:49]5[CH2:54][CH2:53][CH2:52][CH2:51][CH2:50]5)[CH2:12][CH3:13])=[CH:7][CH:6]=4)[C:30]4[CH:35]=[CH:34][C:33]([NH:36][CH:17]([CH2:55][CH:49]5[CH2:54][CH2:53][CH2:52][CH2:51][CH2:50]5)[CH2:16][CH3:21])=[CH:32][CH:31]=4)=[CH:14][CH:13]=3)=[CH:17][CH:18]=2)[CH2:19][CH3:18])[CH2:7][CH2:2][CH2:3][CH2:4][CH2:40]1. The catalyst class is: 719. (7) Reactant: [CH3:1][N:2]([CH:10]1[CH2:15][CH2:14][CH:13]([N:16]2[C:25]3[C:20](=[CH:21][C:22]([NH:26][C:27]([C:29]4[S:30][CH:31]=[CH:32][CH:33]=4)=[NH:28])=[CH:23][CH:24]=3)[CH2:19][CH2:18][CH2:17]2)[CH2:12][CH2:11]1)C(=O)OC(C)(C)C.N1CCC(N2CCCCC3C=C(NC(C4SC=CC=4)=N)C=CC2=3)C1. Product: [CH3:1][NH:2][CH:10]1[CH2:11][CH2:12][CH:13]([N:16]2[C:25]3[C:20](=[CH:21][C:22]([NH:26][C:27]([C:29]4[S:30][CH:31]=[CH:32][CH:33]=4)=[NH:28])=[CH:23][CH:24]=3)[CH2:19][CH2:18][CH2:17]2)[CH2:14][CH2:15]1. The catalyst class is: 240.